This data is from Reaction yield outcomes from USPTO patents with 853,638 reactions. The task is: Predict the reaction yield, written as a fraction of the theoretical maximum amount of product (1.0 means a 100% yield; for example, 0.34 means a 34% yield). (1) The reactants are [C:1]([OH:16])(=[O:15])[CH2:2][CH2:3][CH2:4][CH2:5][CH2:6][CH2:7][CH2:8][CH2:9][CH2:10][CH2:11][CH2:12][CH2:13][CH3:14].Cl.C(N=C=NCCCN(C)C)C.[CH3:29][C:30]([CH3:65])([CH3:64])/[CH:31]=[CH:32]/[C@H:33]1[O:38][C:37]([CH3:40])([CH3:39])[O:36][C@@H:35]([CH:41]([O:61][CH3:62])[C:42]([NH:44][C@H:45]2[CH2:51][CH2:50][C@@H:49](O)[CH2:48][N:47]([CH2:53][C:54]3[CH:55]=[N:56][CH:57]=[CH:58][CH:59]=3)[C:46]2=[O:60])=[O:43])[C@@H:34]1[OH:63]. The product is [CH3:29][C:30]([CH3:65])([CH3:64])/[CH:31]=[CH:32]/[C@H:33]1[O:38][C:37]([CH3:39])([CH3:40])[O:36][C@@H:35]([C@@H:41]([O:61][CH3:62])[C:42]([NH:44][C@@H:45]2[C:46](=[O:60])[N:47]([CH2:53][C:54]3[CH:55]=[N:56][CH:57]=[CH:58][CH:59]=3)[CH2:48][C@H:49]([O:15][C:1](=[O:16])[CH2:2][CH2:3][CH2:4][CH2:5][CH2:6][CH2:7][CH2:8][CH2:9][CH2:10][CH2:11][CH2:12][CH2:13][CH3:14])[CH2:50][CH2:51]2)=[O:43])[C@@H:34]1[OH:63]. The catalyst is CN(C)C1C=CN=CC=1.C(Cl)Cl. The yield is 0.288. (2) The reactants are [Br:1][C:2]1[CH:3]=[C:4]([CH:16]=[CH:17][C:18]=1[F:19])[C:5]([C:7]1[CH:14]=[CH:13][CH:12]=[C:11]([F:15])[C:8]=1[C:9]#[N:10])=O.[CH3:20][C:21]([S:24]([NH2:26])=[O:25])([CH3:23])[CH3:22].CO.C(=O)(O)[O-].[Na+]. The catalyst is C1COCC1.[O-]CC.[Ti+4].[O-]CC.[O-]CC.[O-]CC. The product is [Br:1][C:2]1[CH:3]=[C:4]([C:5]([C:7]2[CH:14]=[CH:13][CH:12]=[C:11]([F:15])[C:8]=2[C:9]#[N:10])=[N:26][S:24]([C:21]([CH3:23])([CH3:22])[CH3:20])=[O:25])[CH:16]=[CH:17][C:18]=1[F:19]. The yield is 0.550.